This data is from Forward reaction prediction with 1.9M reactions from USPTO patents (1976-2016). The task is: Predict the product of the given reaction. (1) Given the reactants [CH2:1]([O:8][C:9]1[C:14]([CH3:15])=[CH:13][C:12]([CH2:16][C:17](=[O:21])[C:18]([OH:20])=[O:19])=[CH:11][C:10]=1[Cl:22])[C:2]1[CH:7]=[CH:6][CH:5]=[CH:4][CH:3]=1, predict the reaction product. The product is: [CH2:1]([O:8][C:9]1[C:14]([CH3:15])=[CH:13][C:12]([CH2:16][C@@H:17]([OH:21])[C:18]([OH:20])=[O:19])=[CH:11][C:10]=1[Cl:22])[C:2]1[CH:3]=[CH:4][CH:5]=[CH:6][CH:7]=1. (2) Given the reactants Cl.[CH:2]1([NH2:8])[CH2:7][CH2:6][CH2:5][CH2:4][CH2:3]1.C[Al](C)C.C.C([O:21][C:22]1[CH:27]=[CH:26][C:25]([C:28]2[N:32]([C:33]3[CH:38]=[CH:37][C:36]([Cl:39])=[CH:35][C:34]=3[Cl:40])[N:31]=[C:30]([C:41]([O:43]CC)=O)[C:29]=2[CH3:46])=[CH:24][CH:23]=1)C1C=CC=CC=1.[C:47]1([CH3:53])[CH:52]=[CH:51][CH:50]=[CH:49][CH:48]=1, predict the reaction product. The product is: [CH2:53]([O:21][C:22]1[CH:23]=[CH:24][C:25]([C:28]2[N:32]([C:33]3[CH:38]=[CH:37][C:36]([Cl:39])=[CH:35][C:34]=3[Cl:40])[N:31]=[C:30]([C:41]([NH:8][CH:2]3[CH2:7][CH2:6][CH2:5][CH2:4][CH2:3]3)=[O:43])[C:29]=2[CH3:46])=[CH:26][CH:27]=1)[C:47]1[CH:52]=[CH:51][CH:50]=[CH:49][CH:48]=1.